This data is from Full USPTO retrosynthesis dataset with 1.9M reactions from patents (1976-2016). The task is: Predict the reactants needed to synthesize the given product. (1) The reactants are: [Br:1][C:2]1[CH:3]=[C:4]([C:8]([NH:11][C:12]2[CH:17]=[CH:16][C:15]([I:18])=[CH:14][C:13]=2[F:19])=[CH:9][N:10]=1)[C:5]([OH:7])=O.[N:20]1([CH2:25][CH2:26][CH2:27][NH2:28])[CH:24]=[CH:23][N:22]=[CH:21]1. Given the product [Br:1][C:2]1[CH:3]=[C:4]([C:8]([NH:11][C:12]2[CH:17]=[CH:16][C:15]([I:18])=[CH:14][C:13]=2[F:19])=[CH:9][N:10]=1)[C:5]([NH:28][CH2:27][CH2:26][CH2:25][N:20]1[CH:24]=[CH:23][N:22]=[CH:21]1)=[O:7], predict the reactants needed to synthesize it. (2) Given the product [CH2:23]([O:30][C:31]([N:33]1[CH2:38][CH2:37][CH:36]([N:39]([C:16]([O:18][C:19]([CH3:20])([CH3:21])[CH3:22])=[O:17])[CH2:40][CH2:41][NH:42][C:43]([O:45][C:46]([CH3:49])([CH3:48])[CH3:47])=[O:44])[CH2:35][CH2:34]1)=[O:32])[C:24]1[CH:25]=[CH:26][CH:27]=[CH:28][CH:29]=1, predict the reactants needed to synthesize it. The reactants are: C(N(CC)CC)C.[C:19]([O:18][C:16](O[C:16]([O:18][C:19]([CH3:22])([CH3:21])[CH3:20])=[O:17])=[O:17])([CH3:22])([CH3:21])[CH3:20].[CH2:23]([O:30][C:31]([N:33]1[CH2:38][CH2:37][CH:36]([NH:39][CH2:40][CH2:41][NH:42][C:43]([O:45][C:46]([CH3:49])([CH3:48])[CH3:47])=[O:44])[CH2:35][CH2:34]1)=[O:32])[C:24]1[CH:29]=[CH:28][CH:27]=[CH:26][CH:25]=1. (3) Given the product [N:11]1[CH:16]=[CH:15][CH:14]=[CH:13][C:12]=1[C:17]1[C:18]([C:2]2[CH:3]=[CH:4][C:5]3[N:6]([CH:8]=[CH:9][N:10]=3)[CH:7]=2)=[C:19]2[CH2:24][CH2:23][CH2:22][N:20]2[N:21]=1, predict the reactants needed to synthesize it. The reactants are: I[C:2]1[CH:3]=[CH:4][C:5]2[N:6]([CH:8]=[CH:9][N:10]=2)[CH:7]=1.[N:11]1[CH:16]=[CH:15][CH:14]=[CH:13][C:12]=1[C:17]1[C:18](B(O)O)=[C:19]2[CH2:24][CH2:23][CH2:22][N:20]2[N:21]=1.C(=O)(O)[O-].[Na+].C(#N)C. (4) The reactants are: [O:1]=[C:2]([C:9]#[C:10][Si](C)(C)C)[CH2:3][CH2:4][CH2:5][C:6]([OH:8])=[O:7]. Given the product [O:1]=[C:2]([C:9]#[CH:10])[CH2:3][CH2:4][CH2:5][C:6]([OH:8])=[O:7], predict the reactants needed to synthesize it. (5) Given the product [NH2:17][C@H:12]1[CH2:13][CH2:14][CH2:15][CH2:16][C@H:11]1[NH:10][C:4]1[CH:3]=[C:2]([NH:25][C:26]2[CH:35]=[C:34]3[C:29]([CH:30]=[CH:31][N:32]=[CH:33]3)=[CH:28][CH:27]=2)[C:7]([C:8]#[N:9])=[N:6][CH:5]=1, predict the reactants needed to synthesize it. The reactants are: Br[C:2]1[CH:3]=[C:4]([NH:10][C@@H:11]2[CH2:16][CH2:15][CH2:14][CH2:13][C@@H:12]2[NH:17]C(=O)OC(C)(C)C)[CH:5]=[N:6][C:7]=1[C:8]#[N:9].[NH2:25][C:26]1[CH:35]=[C:34]2[C:29]([CH:30]=[CH:31][N:32]=[CH:33]2)=[CH:28][CH:27]=1.O(C1C=CC=CC=1)[Na].O.O.O.CC1(C)C2C(=C(P(C3C=CC=CC=3)C3C=CC=CC=3)C=CC=2)OC2C(P(C3C=CC=CC=3)C3C=CC=CC=3)=CC=CC1=2. (6) Given the product [C:1]([N:4]1[CH2:9][CH2:8][N:7]([CH2:10][C:11]([NH:13][C:14]2[CH:19]=[CH:18][C:17]([C:30]3[CH:29]=[C:28]([F:27])[CH:33]=[C:32]([F:34])[CH:31]=3)=[CH:16][N:15]=2)=[O:12])[CH2:6][CH2:5]1)(=[O:3])[CH3:2], predict the reactants needed to synthesize it. The reactants are: [C:1]([N:4]1[CH2:9][CH2:8][N:7]([CH2:10][C:11]([NH:13][C:14]2[CH:19]=[CH:18][C:17](Br)=[CH:16][N:15]=2)=[O:12])[CH2:6][CH2:5]1)(=[O:3])[CH3:2].C(=O)([O-])[O-].[K+].[K+].[F:27][C:28]1[CH:29]=[C:30](B(O)O)[CH:31]=[C:32]([F:34])[CH:33]=1. (7) Given the product [C:34]([O:33][C:32](=[O:38])[NH:31][CH:29]1[CH2:30][N:27]([S:23]([C:21]2[CH:20]=[CH:19][C:8]3[N:9]([CH2:10][CH:11]4[CH2:16][CH2:15][C:14]([F:18])([F:17])[CH2:13][CH2:12]4)[C:5]([C:1]([CH3:4])([CH3:3])[CH3:2])=[N:6][C:7]=3[CH:22]=2)(=[O:25])=[O:24])[CH2:28]1)([CH3:37])([CH3:35])[CH3:36], predict the reactants needed to synthesize it. The reactants are: [C:1]([C:5]1[N:9]([CH2:10][CH:11]2[CH2:16][CH2:15][C:14]([F:18])([F:17])[CH2:13][CH2:12]2)[C:8]2[CH:19]=[CH:20][C:21]([S:23](Cl)(=[O:25])=[O:24])=[CH:22][C:7]=2[N:6]=1)([CH3:4])([CH3:3])[CH3:2].[NH:27]1[CH2:30][CH:29]([NH:31][C:32](=[O:38])[O:33][C:34]([CH3:37])([CH3:36])[CH3:35])[CH2:28]1. (8) Given the product [C:1]([N:17]1[CH2:18][CH2:19][CH:14]([OH:13])[CH2:15][CH2:16]1)(=[O:12])/[CH:2]=[CH:3]/[CH2:4][CH2:5][CH2:6][CH2:7][CH2:8][CH2:9][CH3:10], predict the reactants needed to synthesize it. The reactants are: [C:1]([OH:12])(=O)/[CH:2]=[CH:3]/[CH2:4][CH2:5][CH2:6][CH2:7][CH2:8][CH2:9][CH3:10].[OH:13][CH:14]1[CH2:19][CH2:18][NH:17][CH2:16][CH2:15]1.